From a dataset of Peptide-MHC class I binding affinity with 185,985 pairs from IEDB/IMGT. Regression. Given a peptide amino acid sequence and an MHC pseudo amino acid sequence, predict their binding affinity value. This is MHC class I binding data. (1) The peptide sequence is DYQGMLPVCPL. The MHC is Patr-A0901 with pseudo-sequence Patr-A0901. The binding affinity (normalized) is 0.408. (2) The peptide sequence is YVFPVIFSK. The MHC is Patr-B0101 with pseudo-sequence Patr-B0101. The binding affinity (normalized) is 0.141. (3) The peptide sequence is DILQMREII. The MHC is HLA-A68:02 with pseudo-sequence HLA-A68:02. The binding affinity (normalized) is 0.233. (4) The peptide sequence is EIFEQPKAL. The MHC is HLA-A26:02 with pseudo-sequence HLA-A26:02. The binding affinity (normalized) is 0.474. (5) The peptide sequence is RVIWMDAYK. The MHC is HLA-A03:01 with pseudo-sequence HLA-A03:01. The binding affinity (normalized) is 0.871. (6) The peptide sequence is VTRQIHNPR. The binding affinity (normalized) is 0.0847. The MHC is HLA-B08:01 with pseudo-sequence HLA-B08:01. (7) The peptide sequence is ALDGTFQRK. The MHC is HLA-A03:01 with pseudo-sequence HLA-A03:01. The binding affinity (normalized) is 0.766.